Task: Predict the reactants needed to synthesize the given product.. Dataset: Full USPTO retrosynthesis dataset with 1.9M reactions from patents (1976-2016) (1) Given the product [NH:1]1[C:9]2[C:4](=[CH:5][CH:6]=[CH:7][C:8]=2[NH:10][S:18]([CH3:17])(=[O:20])=[O:19])[CH:3]=[CH:2]1, predict the reactants needed to synthesize it. The reactants are: [NH:1]1[C:9]2[C:4](=[CH:5][CH:6]=[CH:7][C:8]=2[NH2:10])[CH:3]=[CH:2]1.N1C=CC=CC=1.[CH3:17][S:18](Cl)(=[O:20])=[O:19]. (2) Given the product [SH:16][C:2]1[CH:3]=[N:4][CH:5]=[CH:6][C:7]=1[C:8]1[CH:15]=[CH:14][C:11]([C:12]#[N:13])=[CH:10][CH:9]=1, predict the reactants needed to synthesize it. The reactants are: F[C:2]1[CH:3]=[N:4][CH:5]=[CH:6][C:7]=1[C:8]1[CH:15]=[CH:14][C:11]([C:12]#[N:13])=[CH:10][CH:9]=1.[S-2:16].[Na+].[Na+].Cl. (3) Given the product [CH3:13][O:14][C:15](=[O:16])[C:11]([OH:12])=[CH:10][C:9](=[O:19])[N:8]([CH2:7][C:6]1[CH:5]=[CH:4][C:3]([C:1]#[N:2])=[CH:23][CH:22]=1)[O:20][CH3:21], predict the reactants needed to synthesize it. The reactants are: [C:1]([C:3]1[CH:23]=[CH:22][C:6]([CH2:7][N:8]([O:20][CH3:21])[C:9](=[O:19])[CH:10]=[C:11]2[C:15](=[O:16])[O:14][C:13](C)(C)[O:12]2)=[CH:5][CH:4]=1)#[N:2].